From a dataset of Full USPTO retrosynthesis dataset with 1.9M reactions from patents (1976-2016). Predict the reactants needed to synthesize the given product. (1) Given the product [Cl:1][C:2]1[CH:3]=[C:4]2[C:9](=[CH:10][CH:11]=1)[N:8]=[C:7]([NH:12][CH:13]1[CH2:18][CH2:17][CH2:16][CH:15]([NH:19][CH2:25][C:22]3[CH:23]=[CH:24][S:20][CH:21]=3)[CH2:14]1)[CH:6]=[CH:5]2, predict the reactants needed to synthesize it. The reactants are: [Cl:1][C:2]1[CH:3]=[C:4]2[C:9](=[CH:10][CH:11]=1)[N:8]=[C:7]([NH:12][CH:13]1[CH2:18][CH2:17][CH2:16][CH:15]([NH2:19])[CH2:14]1)[CH:6]=[CH:5]2.[S:20]1[CH:24]=[CH:23][C:22]([CH:25]=O)=[CH:21]1. (2) Given the product [CH2:28]([NH:30][C:23]([C:20]1[CH:21]=[C:22]2[C:17](=[CH:18][CH:19]=1)[NH:16][N:15]=[C:14]2[C:12]1[NH:13][C:7]2[C:8]([N:11]=1)=[CH:9][C:10]1[C:2]([CH3:1])([CH3:27])[C:3](=[O:26])[NH:4][C:5]=1[CH:6]=2)=[O:24])[CH3:29], predict the reactants needed to synthesize it. The reactants are: [CH3:1][C:2]1([CH3:27])[C:10]2[CH:9]=[C:8]3[N:11]=[C:12]([C:14]4[C:22]5[C:17](=[CH:18][CH:19]=[C:20]([C:23](O)=[O:24])[CH:21]=5)[NH:16][N:15]=4)[NH:13][C:7]3=[CH:6][C:5]=2[NH:4][C:3]1=[O:26].[CH2:28]([NH2:30])[CH3:29].F[P-](F)(F)(F)(F)F.N1(OC(N(C)C)=[N+](C)C)C2N=CC=CC=2N=N1.C(N(CC)CC)C. (3) The reactants are: [CH:1]([NH:4][C:5]1[O:6][CH:7]=[C:8]([C:10]([OH:12])=O)[N:9]=1)([CH3:3])[CH3:2].C1N=CN(C(N2C=NC=C2)=O)C=1.[NH2:25][C:26]1[C:31]([Cl:32])=[C:30]([O:33][CH3:34])[CH:29]=[CH:28][C:27]=1[C:35](=[O:37])[CH3:36].CS(O)(=O)=O.C([O-])([O-])=O.[K+].[K+]. Given the product [C:35]([C:27]1[C:26]([NH:25][C:10]([C:8]2[N:9]=[C:5]([NH:4][CH:1]([CH3:2])[CH3:3])[O:6][CH:7]=2)=[O:12])=[C:31]([Cl:32])[C:30]([O:33][CH3:34])=[CH:29][CH:28]=1)(=[O:37])[CH3:36], predict the reactants needed to synthesize it.